Dataset: Reaction yield outcomes from USPTO patents with 853,638 reactions. Task: Predict the reaction yield, written as a fraction of the theoretical maximum amount of product (1.0 means a 100% yield; for example, 0.34 means a 34% yield). (1) The reactants are [F:1][C:2]1[CH:26]=[C:25]([S:27]([CH3:30])(=[O:29])=[O:28])[CH:24]=[CH:23][C:3]=1[CH2:4][O:5][CH2:6][C@@H:7]1[CH2:9][C@@H:8]1[CH:10]1[CH2:15][CH2:14][N:13](C(OC(C)(C)C)=O)[CH2:12][CH2:11]1.[ClH:31].O1CCOCC1. The catalyst is C(Cl)Cl. The product is [ClH:31].[F:1][C:2]1[CH:26]=[C:25]([S:27]([CH3:30])(=[O:29])=[O:28])[CH:24]=[CH:23][C:3]=1[CH2:4][O:5][CH2:6][C@@H:7]1[CH2:9][C@@H:8]1[CH:10]1[CH2:11][CH2:12][NH:13][CH2:14][CH2:15]1. The yield is 1.00. (2) The reactants are [CH3:1][O:2][C:3]1[CH:4]=[C:5]2[C:10](=[CH:11][C:12]=1[O:13][CH3:14])[N:9]=[CH:8][CH:7]=[C:6]2[O:15][C:16]1[CH:21]=[CH:20][C:19]([OH:22])=[CH:18][C:17]=1[C:23](=[O:25])[CH3:24].[CH2:26](I)[CH3:27].C(=O)([O-])[O-].[K+].[K+]. The catalyst is CN(C)C=O. The product is [CH3:1][O:2][C:3]1[CH:4]=[C:5]2[C:10](=[CH:11][C:12]=1[O:13][CH3:14])[N:9]=[CH:8][CH:7]=[C:6]2[O:15][C:16]1[CH:21]=[CH:20][C:19]([O:22][CH2:26][CH3:27])=[CH:18][C:17]=1[C:23](=[O:25])[CH3:24]. The yield is 0.620. (3) The reactants are [CH3:1][C:2]1[N:3]=[C:4]([C:21](O)=[O:22])[S:5][C:6]=1[CH2:7][C:8]1[CH:13]=[CH:12][CH:11]=[C:10]([N:14]2[CH2:19][CH2:18][N:17]([CH3:20])[CH2:16][CH2:15]2)[CH:9]=1.CCN=C=NCCCN(C)C.Cl.C1C=CC2N(O)N=NC=2C=1.O[NH:47][C:48](=[NH:60])[C:49]1[CH:54]=[CH:53][C:52]([O:55][C:56]([F:59])([F:58])[F:57])=[CH:51][CH:50]=1. The catalyst is CN(C=O)C.O.CCOC(C)=O. The product is [CH3:1][C:2]1[N:3]=[C:4]([C:21]2[O:22][N:60]=[C:48]([C:49]3[CH:50]=[CH:51][C:52]([O:55][C:56]([F:57])([F:58])[F:59])=[CH:53][CH:54]=3)[N:47]=2)[S:5][C:6]=1[CH2:7][C:8]1[CH:13]=[CH:12][CH:11]=[C:10]([N:14]2[CH2:15][CH2:16][N:17]([CH3:20])[CH2:18][CH2:19]2)[CH:9]=1. The yield is 0.0200. (4) The reactants are [N:1]([CH2:4][CH2:5][CH2:6][O:7][C:8]1[CH:39]=[C:38]([F:40])[C:11]([CH2:12][S:13][C:14]2[N:15]([C:31]3[CH:36]=[CH:35][C:34]([F:37])=[CH:33][CH:32]=3)[C:16]([C:19]([C:22]3[CH:27]=[CH:26][C:25]([F:28])=[C:24]([O:29][CH3:30])[CH:23]=3)([CH3:21])[CH3:20])=[CH:17][N:18]=2)=[C:10]([Cl:41])[CH:9]=1)=[N+]=[N-]. The catalyst is CCO.Cl.O=[Pt]=O. The product is [ClH:41].[Cl:41][C:10]1[CH:9]=[C:8]([CH:39]=[C:38]([F:40])[C:11]=1[CH2:12][S:13][C:14]1[N:15]([C:31]2[CH:32]=[CH:33][C:34]([F:37])=[CH:35][CH:36]=2)[C:16]([C:19]([C:22]2[CH:27]=[CH:26][C:25]([F:28])=[C:24]([O:29][CH3:30])[CH:23]=2)([CH3:21])[CH3:20])=[CH:17][N:18]=1)[O:7][CH2:6][CH2:5][CH2:4][NH2:1]. The yield is 0.990. (5) The reactants are [CH2:1]([C:4]1[CH:11]=[C:10]([C:12]([F:15])([F:14])[F:13])[CH:9]=[CH:8][C:5]=1[CH:6]=O)[CH2:2][CH3:3].C1(P(=[CH:35][C:36]([O:38][CH3:39])=[O:37])(C2C=CC=CC=2)C2C=CC=CC=2)C=CC=CC=1. The catalyst is C1(C)C=CC=CC=1.CCOC(C)=O. The product is [CH3:39][O:38][C:36](=[O:37])[CH:35]=[CH:6][C:5]1[CH:8]=[CH:9][C:10]([C:12]([F:15])([F:14])[F:13])=[CH:11][C:4]=1[CH2:1][CH2:2][CH3:3]. The yield is 0.960. (6) The reactants are [CH2:1]([N:8]1[C:16]2[C:11](=[CH:12][C:13]([C:17]3[CH:22]=[CH:21][CH:20]=[C:19]([O:23][C:24]([F:27])([F:26])[F:25])[CH:18]=3)=[CH:14][CH:15]=2)[CH:10]=[CH:9]1)[C:2]1[CH:7]=[CH:6][CH:5]=[CH:4][CH:3]=1.[C:28](Cl)(=[O:32])[C:29](Cl)=[O:30].[CH2:34]([OH:36])[CH3:35]. No catalyst specified. The product is [CH2:1]([N:8]1[C:16]2[C:11](=[CH:12][C:13]([C:17]3[CH:22]=[CH:21][CH:20]=[C:19]([O:23][C:24]([F:27])([F:25])[F:26])[CH:18]=3)=[CH:14][CH:15]=2)[C:10]([C:28](=[O:32])[C:29]([O:36][CH2:34][CH3:35])=[O:30])=[CH:9]1)[C:2]1[CH:3]=[CH:4][CH:5]=[CH:6][CH:7]=1. The yield is 0.840. (7) The reactants are [Br:1][C:2]1[CH:3]=[C:4]([C:8]2([C:18]3[CH:23]=[CH:22][CH:21]=[C:20]([OH:24])[CH:19]=3)[C:12]3=[N:13][CH2:14][CH2:15][CH2:16][N:11]3[C:10](=[S:17])[NH:9]2)[CH:5]=[CH:6][CH:7]=1.[CH:25]1([S:28](Cl)(=[O:30])=[O:29])[CH2:27][CH2:26]1. No catalyst specified. The product is [CH:25]1([S:28]([O:24][C:20]2[CH:21]=[CH:22][CH:23]=[C:18]([C:8]3([C:4]4[CH:5]=[CH:6][CH:7]=[C:2]([Br:1])[CH:3]=4)[C:12]4=[N:13][CH2:14][CH2:15][CH2:16][N:11]4[C:10](=[S:17])[NH:9]3)[CH:19]=2)(=[O:30])=[O:29])[CH2:27][CH2:26]1. The yield is 0.380.